The task is: Predict the reactants needed to synthesize the given product.. This data is from Full USPTO retrosynthesis dataset with 1.9M reactions from patents (1976-2016). Given the product [NH2:11][C@:12]1([C:22]([OH:24])=[O:23])[C@@H:17]2[CH2:18][C@@:14]3([C:19]([OH:21])=[O:20])[C@@H:15]([CH2:16]2)[C@@H:13]13, predict the reactants needed to synthesize it. The reactants are: C(OC([NH:11][C@:12]1([C:22]([OH:24])=[O:23])[C@@H:17]2[CH2:18][C@@:14]3([C:19]([OH:21])=[O:20])[C@@H:15]([CH2:16]2)[C@@H:13]13)=O)C1C=CC=CC=1.[H][H].